Dataset: Reaction yield outcomes from USPTO patents with 853,638 reactions. Task: Predict the reaction yield, written as a fraction of the theoretical maximum amount of product (1.0 means a 100% yield; for example, 0.34 means a 34% yield). (1) The reactants are Br.Br[CH2:3][C:4]([C:6]1[CH:11]=[CH:10][N:9]=[CH:8][CH:7]=1)=O.[N+:12]([C:15]1[CH:16]=[C:17]([NH:21][C:22]([NH2:24])=[S:23])[CH:18]=[CH:19][CH:20]=1)([O-:14])=[O:13].N. The catalyst is CCO.O. The product is [N+:12]([C:15]1[CH:16]=[C:17]([NH:21][C:22]2[S:23][CH:3]=[C:4]([C:6]3[CH:11]=[CH:10][N:9]=[CH:8][CH:7]=3)[N:24]=2)[CH:18]=[CH:19][CH:20]=1)([O-:14])=[O:13]. The yield is 0.690. (2) The reactants are Br[C:2]1[C:11]([O:12][CH3:13])=[CH:10][CH:9]=[C:8]2[C:3]=1[CH:4]=[CH:5][C:6]([S:14][CH3:15])=[N:7]2.[C:16]([Cu])#[N:17].O.C(N)CN. The catalyst is CN(C=O)C. The product is [C:16]([C:2]1[C:11]([O:12][CH3:13])=[CH:10][CH:9]=[C:8]2[C:3]=1[CH:4]=[CH:5][C:6]([S:14][CH3:15])=[N:7]2)#[N:17]. The yield is 0.870. (3) The reactants are [F:1][C:2]1[N:7]=[CH:6][C:5]([C@H:8]2[CH2:14][C@H:13]3[NH:15][C@@H:9]2[CH2:10][CH2:11][CH2:12]3)=[CH:4][CH:3]=1. The catalyst is C(Cl)(Cl)Cl. The product is [F:1][C:2]1[N:7]=[CH:6][C:5]([C@@H:8]2[CH2:14][C@@H:13]3[NH:15][C@H:9]2[CH2:10][CH2:11][CH2:12]3)=[CH:4][CH:3]=1. The yield is 0.430. (4) The catalyst is CN(C)C=O. The reactants are [C:1](=O)([O-])[O-].[K+].[K+].[CH2:7]([C:11]1[O:15][C:14]([C:16]2[CH:17]=[CH:18][C:19]([CH3:26])=[C:20]([CH2:22][C:23]([OH:25])=[O:24])[CH:21]=2)=[N:13][N:12]=1)[CH:8]([CH3:10])[CH3:9].IC. The yield is 0.510. The product is [CH3:1][O:24][C:23](=[O:25])[CH2:22][C:20]1[CH:21]=[C:16]([C:14]2[O:15][C:11]([CH2:7][CH:8]([CH3:10])[CH3:9])=[N:12][N:13]=2)[CH:17]=[CH:18][C:19]=1[CH3:26]. (5) The reactants are [CH2:1]([O:3][C:4](=[O:13])[C:5]1[CH:10]=[CH:9][CH:8]=[C:7]([NH:11][NH2:12])[CH:6]=1)[CH3:2].O=[C:15]([C:19]1[CH:24]=[CH:23][CH:22]=[CH:21][CH:20]=1)[CH2:16][C:17]#[N:18].Cl. The catalyst is C(O)C. The product is [NH2:18][C:17]1[N:11]([C:7]2[CH:6]=[C:5]([CH:10]=[CH:9][CH:8]=2)[C:4]([O:3][CH2:1][CH3:2])=[O:13])[N:12]=[C:15]([C:19]2[CH:24]=[CH:23][CH:22]=[CH:21][CH:20]=2)[CH:16]=1. The yield is 0.0200. (6) The reactants are [Cl:1][S:2]([OH:5])(=O)=[O:3].[Cl:6][C:7]1[CH:12]=[CH:11][C:10]([CH2:13][C:14]2[CH:19]=[CH:18][N:17]=[CH:16][CH:15]=2)=[CH:9][CH:8]=1.[Cl-].[Na+]. No catalyst specified. The product is [Cl:6][C:7]1[CH:8]=[CH:9][C:10]([CH2:13][C:14]2[CH:15]=[CH:16][N:17]=[CH:18][CH:19]=2)=[CH:11][C:12]=1[S:2]([Cl:1])(=[O:5])=[O:3]. The yield is 0.690. (7) The reactants are [Li+].[OH-].C([O:6][C@@H:7]1[CH2:31][CH2:30][C@@:29]2([CH3:32])[C@H:9]([CH2:10][CH2:11][C@@H:12]3[C@@H:28]2[CH2:27][C@H:26]([OH:33])[C@@:25]2([CH3:34])[C@H:13]3[CH2:14][CH2:15][C@@H:16]2[C@H:17]([CH3:24])[CH2:18][CH2:19][C:20]([O:22]C)=[O:21])[CH2:8]1)(=O)C. The catalyst is O.C1COCC1.CO. The product is [CH3:24][C@@H:17]([C@@H:16]1[C@@:25]2([CH3:34])[C@@H:26]([OH:33])[CH2:27][C@@H:28]3[C@@:29]4([CH3:32])[CH2:30][CH2:31][C@@H:7]([OH:6])[CH2:8][C@H:9]4[CH2:10][CH2:11][C@H:12]3[C@@H:13]2[CH2:14][CH2:15]1)[CH2:18][CH2:19][C:20]([OH:22])=[O:21]. The yield is 0.910. (8) The reactants are CS([C:5]1[N:6]=[C:7]([CH3:16])[C:8]2[CH:14]=[CH:13][C:12](=[O:15])[NH:11][C:9]=2[N:10]=1)(=O)=O.[C:17]1([N:27]2[CH2:32][CH2:31][N:30]([CH2:33][CH2:34][CH2:35][CH2:36][OH:37])[CH2:29][CH2:28]2)[C:26]2[C:21](=[CH:22][CH:23]=[CH:24][CH:25]=2)[CH:20]=[CH:19][CH:18]=1.CC(C)([O-])C.[Na+]. The catalyst is O1CCOCC1. The product is [CH3:16][C:7]1[C:8]2[CH:14]=[CH:13][C:12](=[O:15])[NH:11][C:9]=2[N:10]=[C:5]([O:37][CH2:36][CH2:35][CH2:34][CH2:33][N:30]2[CH2:31][CH2:32][N:27]([C:17]3[C:26]4[C:21](=[CH:22][CH:23]=[CH:24][CH:25]=4)[CH:20]=[CH:19][CH:18]=3)[CH2:28][CH2:29]2)[N:6]=1. The yield is 0.380.